This data is from Reaction yield outcomes from USPTO patents with 853,638 reactions. The task is: Predict the reaction yield, written as a fraction of the theoretical maximum amount of product (1.0 means a 100% yield; for example, 0.34 means a 34% yield). (1) The yield is 0.170. The catalyst is C(Cl)(Cl)Cl. The product is [CH3:23][C:17]1[CH:18]=[C:19]([CH3:22])[CH:20]=[CH:21][C:16]=1[O:15][CH2:14][C@H:13]([OH:24])[CH2:12][NH:11][C:6]1[N:5]=[CH:4][NH:3][C:2](=[O:55])[C:7]=1[C:8]1[NH:32][C:33]2[C:41]([N:42]=1)=[CH:40][C:39]1[C:38](=[O:43])[N:37]([CH:44]3[CH2:45][CH2:46][N:47]([CH3:50])[CH2:48][CH2:49]3)[C:36](=[O:51])[C:35]=1[CH:34]=2. The reactants are Cl[C:2]1[C:7]([CH:8]=O)=[C:6](Cl)[N:5]=[CH:4][N:3]=1.[NH2:11][CH2:12][C@@H:13]([OH:24])[CH2:14][O:15][C:16]1[CH:21]=[CH:20][C:19]([CH3:22])=[CH:18][C:17]=1[CH3:23].CCN(CC)CC.[NH2:32][C:33]1[CH:34]=[C:35]2[C:39](=[CH:40][C:41]=1[NH2:42])[C:38](=[O:43])[N:37]([CH:44]1[CH2:49][CH2:48][N:47]([CH3:50])[CH2:46][CH2:45]1)[C:36]2=[O:51].Cl.CC(N(C)C)=[O:55]. (2) The yield is 0.490. The catalyst is CO.[NH4+].[Cl-]. The reactants are [C:1]1([C@H:7]([N:9]2[C:13](=O)[CH2:12][O:11][C:10]2=[O:15])[CH3:8])[CH:6]=[CH:5][CH:4]=[CH:3][CH:2]=1.[BH4-].[Na+].CC(C)=O.CS(Cl)(=O)=O. The product is [C:1]1([C@H:7]([N:9]2[CH:13]=[CH:12][O:11][C:10]2=[O:15])[CH3:8])[CH:6]=[CH:5][CH:4]=[CH:3][CH:2]=1.